From a dataset of Peptide-MHC class I binding affinity with 185,985 pairs from IEDB/IMGT. Regression. Given a peptide amino acid sequence and an MHC pseudo amino acid sequence, predict their binding affinity value. This is MHC class I binding data. (1) The peptide sequence is SLMASSPTSI. The MHC is HLA-B40:02 with pseudo-sequence HLA-B40:02. The binding affinity (normalized) is 0.0847. (2) The peptide sequence is CSQTSYQYL. The MHC is H-2-Db with pseudo-sequence H-2-Db. The binding affinity (normalized) is 0. (3) The peptide sequence is KLADMSIYC. The MHC is HLA-A31:01 with pseudo-sequence HLA-A31:01. The binding affinity (normalized) is 0.0847. (4) The peptide sequence is ALMDYGFRV. The MHC is HLA-A02:03 with pseudo-sequence HLA-A02:03. The binding affinity (normalized) is 1.00. (5) The peptide sequence is RGLCCVLLL. The MHC is H-2-Db with pseudo-sequence H-2-Db. The binding affinity (normalized) is 0. (6) The peptide sequence is SGFGGETPV. The MHC is HLA-A02:01 with pseudo-sequence HLA-A02:01. The binding affinity (normalized) is 0.375. (7) The MHC is HLA-A31:01 with pseudo-sequence HLA-A31:01. The binding affinity (normalized) is 0.0847. The peptide sequence is KEKGPIFRD.